This data is from Forward reaction prediction with 1.9M reactions from USPTO patents (1976-2016). The task is: Predict the product of the given reaction. (1) Given the reactants [CH3:1][N:2]1[C:10]2[CH2:9][CH2:8][CH2:7][C:6](=[O:11])[C:5]=2[CH:4]=[N:3]1.[Li]CCCC.[Cl:17][C:18]1[C:19]2[N:20]([CH:24]=[N:25][CH:26]=2)[CH:21]=[CH:22][N:23]=1, predict the reaction product. The product is: [Cl:17][C:18]1[C:19]2[N:20]([C:24]([C:6]3([OH:11])[CH2:7][CH2:8][CH2:9][C:10]4[N:2]([CH3:1])[N:3]=[CH:4][C:5]3=4)=[N:25][CH:26]=2)[CH:21]=[CH:22][N:23]=1. (2) Given the reactants BrC1C=CC(O)=C(C2C=[CH:16][C:15]3[C:10](=[CH:11][CH:12]=[C:13]([C:18]4[N:22]([CH:23]5[CH2:28][CH2:27][CH2:26][CH2:25][CH2:24]5)[C:21]5[CH:29]=[CH:30][C:31]([C:33]([OH:35])=[O:34])=[CH:32][C:20]=5[N:19]=4)[CH:14]=3)[N:9]=2)C=1.C(OC(C1C=CC2N(C3CCCCC3)C(C3C=CC(N)=C(C=O)C=3)=NC=2C=1)=O)C.[Cl:66][C:67]1[CH:68]=[C:69]([C:74](=O)[CH3:75])[CH:70]=[CH:71][C:72]=1[Cl:73].[OH-].[K+], predict the reaction product. The product is: [CH:23]1([N:22]2[C:21]3[CH:29]=[CH:30][C:31]([C:33]([OH:35])=[O:34])=[CH:32][C:20]=3[N:19]=[C:18]2[C:13]2[CH:14]=[C:15]3[C:10](=[CH:11][CH:12]=2)[N:9]=[C:74]([C:69]2[CH:70]=[CH:71][C:72]([Cl:73])=[C:67]([Cl:66])[CH:68]=2)[CH:75]=[CH:16]3)[CH2:24][CH2:25][CH2:26][CH2:27][CH2:28]1. (3) Given the reactants Cl[C:2]1[N:7]=[C:6]([O:8][CH3:9])[C:5]([F:10])=[CH:4][N:3]=1.[CH3:11][C:12]1[CH:13]=[C:14]([CH:16]=[C:17]([B:19]2[O:23][C:22]([CH3:25])([CH3:24])[C:21]([CH3:27])([CH3:26])[O:20]2)[CH:18]=1)[NH2:15].O1CCOCC1.CS(O)(=O)=O, predict the reaction product. The product is: [F:10][C:5]1[C:6]([O:8][CH3:9])=[N:7][C:2]([NH:15][C:14]2[CH:16]=[C:17]([B:19]3[O:23][C:22]([CH3:24])([CH3:25])[C:21]([CH3:27])([CH3:26])[O:20]3)[CH:18]=[C:12]([CH3:11])[CH:13]=2)=[N:3][CH:4]=1. (4) Given the reactants [CH3:1][C:2]1[CH:3]=[C:4]([C:11]2[CH:12]=[N:13][CH:14]=[CH:15][CH:16]=2)[CH:5]=[CH:6][C:7]=1[N+:8]([O-:10])=[O:9].[CH2:17]([I:20])[CH2:18][CH3:19], predict the reaction product. The product is: [I-:20].[CH3:1][C:2]1[CH:3]=[C:4]([C:11]2[CH:12]=[N+:13]([CH2:17][CH2:18][CH3:19])[CH:14]=[CH:15][CH:16]=2)[CH:5]=[CH:6][C:7]=1[N+:8]([O-:10])=[O:9]. (5) The product is: [CH3:34][O:33][C:31]1[CH:30]=[C:27]([CH:28]2[O:4][CH2:1][CH2:2][O:3]2)[CH:26]=[C:25]([O:24][CH3:23])[CH:32]=1. Given the reactants [CH2:1]([OH:4])[CH2:2][OH:3].C(OC)(OC)OC.C1(C)C=CC(S(O)(=O)=O)=CC=1.[CH3:23][O:24][C:25]1[CH:26]=[C:27]([CH:30]=[C:31]([O:33][CH3:34])[CH:32]=1)[CH:28]=O, predict the reaction product.